From a dataset of Full USPTO retrosynthesis dataset with 1.9M reactions from patents (1976-2016). Predict the reactants needed to synthesize the given product. (1) Given the product [C:1]([O:5][C:6]([N:8]1[CH2:20][C@@H:19]([CH3:21])[N:18]2[C@H:10]([CH2:11][C:12]3[C:17]2=[N:16][C:15]([CH2:22][O:23][CH2:24][CH3:25])=[C:14]([Br:26])[CH:13]=3)[CH2:9]1)=[O:7])([CH3:3])([CH3:2])[CH3:4], predict the reactants needed to synthesize it. The reactants are: [C:1]([O:5][C:6]([N:8]1[CH2:20][C@@H:19]([CH3:21])[N:18]2[C@H:10]([CH2:11][C:12]3[C:17]2=[N:16][C:15]([CH2:22][O:23][CH2:24][CH3:25])=[CH:14][CH:13]=3)[CH2:9]1)=[O:7])([CH3:4])([CH3:3])[CH3:2].[Br:26]N1C(=O)CCC1=O. (2) The reactants are: Cl[C:2]1[C:11]2[N:12]=[C:13]([CH2:27][O:28][CH2:29][CH3:30])[N:14]([CH2:15][CH2:16][N:17]3[C:21]4([CH2:25][CH2:24][CH2:23][CH2:22]4)[O:20][N:19]=[C:18]3[CH3:26])[C:10]=2[C:9]2[CH:8]=[CH:7][CH:6]=[CH:5][C:4]=2[N:3]=1.[NH3:31]. Given the product [CH2:29]([O:28][CH2:27][C:13]1[N:14]([CH2:15][CH2:16][N:17]2[C:21]3([CH2:25][CH2:24][CH2:23][CH2:22]3)[O:20][N:19]=[C:18]2[CH3:26])[C:10]2[C:9]3[CH:8]=[CH:7][CH:6]=[CH:5][C:4]=3[N:3]=[C:2]([NH2:31])[C:11]=2[N:12]=1)[CH3:30], predict the reactants needed to synthesize it. (3) The reactants are: [Cl-].O[NH3+:3].[C:4](=[O:7])([O-])[OH:5].[Na+].CS(C)=O.[CH3:13][C:14]([CH3:47])([CH3:46])[C:15](=[O:45])[CH2:16][N:17]1[C:22](=[O:23])[C:21]2[CH:24]=[C:25]([CH2:27][CH3:28])[S:26][C:20]=2[N:19]([CH2:29][C:30]2[CH:35]=[CH:34][C:33]([C:36]3[C:37]([C:42]#[N:43])=[CH:38][CH:39]=[CH:40][CH:41]=3)=[CH:32][CH:31]=2)[C:18]1=[O:44]. Given the product [CH3:47][C:14]([CH3:46])([CH3:13])[C:15](=[O:45])[CH2:16][N:17]1[C:22](=[O:23])[C:21]2[CH:24]=[C:25]([CH2:27][CH3:28])[S:26][C:20]=2[N:19]([CH2:29][C:30]2[CH:35]=[CH:34][C:33]([C:36]3[CH:41]=[CH:40][CH:39]=[CH:38][C:37]=3[C:42]3[NH:3][C:4](=[O:7])[O:5][N:43]=3)=[CH:32][CH:31]=2)[C:18]1=[O:44], predict the reactants needed to synthesize it. (4) The reactants are: [CH2:1]([CH:8]1[CH:13]([CH2:14][N:15]2[CH2:20][CH2:19][N:18]([C:21](=[O:23])[CH3:22])[CH2:17][CH2:16]2)[CH2:12][CH2:11][CH2:10][NH:9]1)[C:2]1[CH:7]=[CH:6][CH:5]=[CH:4][CH:3]=1.C(N(CC)CC)C.[F:31][C:32]([F:47])([F:46])[C:33]1[CH:34]=[C:35]([CH:39]=[C:40]([C:42]([F:45])([F:44])[F:43])[CH:41]=1)[C:36](Cl)=[O:37]. Given the product [CH2:1]([CH:8]1[CH:13]([CH2:14][N:15]2[CH2:16][CH2:17][N:18]([C:21](=[O:23])[CH3:22])[CH2:19][CH2:20]2)[CH2:12][CH2:11][CH2:10][N:9]1[C:36](=[O:37])[C:35]1[CH:39]=[C:40]([C:42]([F:43])([F:44])[F:45])[CH:41]=[C:33]([C:32]([F:31])([F:46])[F:47])[CH:34]=1)[C:2]1[CH:7]=[CH:6][CH:5]=[CH:4][CH:3]=1, predict the reactants needed to synthesize it. (5) Given the product [Cl:1][C:2]1[CH:3]=[C:4]([C:5]2[NH:7][C:8]3=[CH:9][C:10]4[C:11]([CH3:24])([CH3:23])[C:12](=[O:22])[N:13]([CH2:20][CH3:21])[C:14]=4[CH:15]=[C:16]3[N:17]=2)[CH:25]=[CH:26][N:27]=1, predict the reactants needed to synthesize it. The reactants are: [Cl:1][C:2]1[CH:3]=[C:4]([CH:25]=[CH:26][N:27]=1)[C:5]([NH:7][C:8]1[CH:9]=[C:10]2[C:14](=[CH:15][C:16]=1[N+:17]([O-])=O)[N:13]([CH2:20][CH3:21])[C:12](=[O:22])[C:11]2([CH3:24])[CH3:23])=O. (6) Given the product [CH3:35][S:32]([N:29]1[CH2:28][CH:27]=[C:26]([C:24]2[CH:25]=[C:20]3[CH2:19][C:17]4([CH2:16][C:13]5([CH2:12][CH2:11][N:10]([C:8]6[O:1][N:2]=[C:3]([CH2:4][CH2:5][CH3:6])[N:7]=6)[CH2:15][CH2:14]5)[CH2:18]4)[O:36][C:21]3=[CH:22][N:23]=2)[CH2:31][CH2:30]1)(=[O:33])=[O:34], predict the reactants needed to synthesize it. The reactants are: [OH:1][NH:2][C:3](=[NH:7])[CH2:4][CH2:5][CH3:6].[C:8]([N:10]1[CH2:15][CH2:14][C:13]2([CH2:18][C:17]3([O:36][C:21]4=[CH:22][N:23]=[C:24]([C:26]5[CH2:27][CH2:28][N:29]([S:32]([CH3:35])(=[O:34])=[O:33])[CH2:30][CH:31]=5)[CH:25]=[C:20]4[CH2:19]3)[CH2:16]2)[CH2:12][CH2:11]1)#N. (7) Given the product [C:17]([O:20][CH2:21][C:22]1[C:23]([N:37]2[N:46]=[CH:45][C:44]3[C:39](=[C:40]([F:51])[CH:41]=[C:42]([C:47]([CH3:49])([CH3:48])[CH3:50])[CH:43]=3)[C:38]2=[O:52])=[N:24][CH:25]=[CH:26][C:27]=1[C:2]1[CH:3]=[C:4]([NH:10][C:11]2[CH:16]=[N:15][CH:14]=[CH:13][N:12]=2)[C:5](=[O:9])[N:6]([CH3:8])[CH:7]=1)(=[O:19])[CH3:18], predict the reactants needed to synthesize it. The reactants are: Br[C:2]1[CH:3]=[C:4]([NH:10][C:11]2[CH:16]=[N:15][CH:14]=[CH:13][N:12]=2)[C:5](=[O:9])[N:6]([CH3:8])[CH:7]=1.[C:17]([O:20][CH2:21][C:22]1[C:23]([N:37]2[N:46]=[CH:45][C:44]3[C:39](=[C:40]([F:51])[CH:41]=[C:42]([C:47]([CH3:50])([CH3:49])[CH3:48])[CH:43]=3)[C:38]2=[O:52])=[N:24][CH:25]=[CH:26][C:27]=1B1OC(C)(C)C(C)(C)O1)(=[O:19])[CH3:18].[O-]P([O-])([O-])=O.[K+].[K+].[K+].O.O.O.C([O-])(=O)C.[Na+].